This data is from Catalyst prediction with 721,799 reactions and 888 catalyst types from USPTO. The task is: Predict which catalyst facilitates the given reaction. (1) Reactant: Cl[C:2]1[C:7]([CH:8]=[O:9])=[C:6]([NH:10][C:11]2[CH:16]=[CH:15][C:14]([O:17][C:18]3[CH:23]=[CH:22][CH:21]=[C:20]([Cl:24])[CH:19]=3)=[C:13]([Cl:25])[CH:12]=2)[N:5]=[CH:4][N:3]=1.C(=O)([O-])[O-].[Na+].[Na+].Cl.[CH3:33][O:34][C:35]1[CH:49]=[CH:48][C:38]([CH2:39][NH:40][CH2:41][CH2:42][CH2:43][C:44]([O:46][CH3:47])=[O:45])=[CH:37][CH:36]=1.C(N(CC)CC)C. Product: [Cl:25][C:13]1[CH:12]=[C:11]([NH:10][C:6]2[N:5]=[CH:4][N:3]=[C:2]([N:40]([CH2:39][C:38]3[CH:37]=[CH:36][C:35]([O:34][CH3:33])=[CH:49][CH:48]=3)[CH2:41][CH2:42][CH2:43][C:44]([O:46][CH3:47])=[O:45])[C:7]=2[CH:8]=[O:9])[CH:16]=[CH:15][C:14]=1[O:17][C:18]1[CH:23]=[CH:22][CH:21]=[C:20]([Cl:24])[CH:19]=1. The catalyst class is: 35. (2) Reactant: Cl.[C:2]([C:6]1[CH:16]=[CH:15][CH:14]=[CH:13][C:7]=1[O:8][CH2:9][CH2:10][NH:11][CH3:12])([CH3:5])([CH3:4])[CH3:3].[C:17]([O:21][C:22]([N:24]1[CH2:31][C:30]2[C:29]([C:32]([OH:34])=O)=[N:28][NH:27][C:26]=2[CH2:25]1)=[O:23])([CH3:20])([CH3:19])[CH3:18].CCN(C(C)C)C(C)C.CCN=C=NCCCN(C)C.C1C=CC2N(O)N=NC=2C=1. Product: [C:2]([C:6]1[CH:16]=[CH:15][CH:14]=[CH:13][C:7]=1[O:8][CH2:9][CH2:10][N:11]([CH3:12])[C:32]([C:29]1[C:30]2[CH2:31][N:24]([C:22]([O:21][C:17]([CH3:18])([CH3:19])[CH3:20])=[O:23])[CH2:25][C:26]=2[NH:27][N:28]=1)=[O:34])([CH3:5])([CH3:3])[CH3:4]. The catalyst class is: 18. (3) Reactant: [CH2:1]([O:8][CH2:9][C@H:10]([OH:13])[CH2:11][OH:12])[C:2]1[CH:7]=[CH:6][CH:5]=[CH:4][CH:3]=1.[CH2:14](Br)[CH2:15][CH2:16][CH2:17][CH2:18][CH2:19][CH2:20][CH2:21][CH2:22][CH2:23][CH2:24][CH2:25][CH2:26][CH2:27][CH2:28][CH2:29][CH2:30][CH2:31][CH2:32][CH3:33].[H-].[Na+]. Product: [CH2:14]([O:12][CH2:11][C@H:10]([CH2:9][O:8][CH2:1][C:2]1[CH:7]=[CH:6][CH:5]=[CH:4][CH:3]=1)[O:13][CH2:33][CH2:32][CH2:31][CH2:30][CH2:29][CH2:28][CH2:27][CH2:26][CH2:25][CH2:24][CH2:23][CH2:22][CH2:21][CH2:20][CH2:19][CH2:18][CH2:17][CH2:16][CH2:15][CH3:14])[CH2:15][CH2:16][CH2:17][CH2:18][CH2:19][CH2:20][CH2:21][CH2:22][CH2:23][CH2:24][CH2:25][CH2:26][CH2:27][CH2:28][CH2:29][CH2:30][CH2:31][CH2:32][CH3:33]. The catalyst class is: 85. (4) Reactant: CC(OI1(OC(C)=O)(OC(C)=O)OC(=O)C2C1=CC=CC=2)=O.[Cl:23][C:24]1[C:25]([C:34]([NH:36][CH:37]([C:45]2[CH:50]=[CH:49][CH:48]=[C:47]([Cl:51])[CH:46]=2)[C:38]2([OH:44])[CH2:42][CH2:41][CH:40]([OH:43])[CH2:39]2)=[O:35])=[N:26][CH:27]=[CH:28][C:29]=1[C:30]([F:33])([F:32])[F:31]. Product: [Cl:23][C:24]1[C:25]([C:34]([NH:36][CH:37]([C:45]2[CH:50]=[CH:49][CH:48]=[C:47]([Cl:51])[CH:46]=2)[C:38]2([OH:44])[CH2:42][CH2:41][C:40](=[O:43])[CH2:39]2)=[O:35])=[N:26][CH:27]=[CH:28][C:29]=1[C:30]([F:31])([F:32])[F:33]. The catalyst class is: 22. (5) Reactant: [CH:1]1[C:13]2[NH:12][C:11]3[C:6](=[CH:7][CH:8]=[CH:9][CH:10]=3)[C:5]=2[CH:4]=[CH:3][C:2]=1C1(C=CC=CC1)C=O.Br[C:23]1[CH:28]=[CH:27][C:26]([C:29]2[CH:34]=[CH:33][C:32]([N:35]3[C:47]4[CH:46]=[CH:45][CH:44]=[CH:43][C:42]=4[C:41]4[C:36]3=[CH:37][CH:38]=[CH:39][CH:40]=4)=[CH:31][CH:30]=2)=[CH:25][CH:24]=1.N1[C:61]2[C:52](=[CH:53][CH:54]=[C:55]3[C:60]=2N=CC=C3)[CH:51]=CC=1.C(=O)([O-])[O-:63].[K+].[K+]. Product: [CH:46]1[C:47]2[N:35]([C:32]3[CH:33]=[CH:34][C:29]([C:26]4[CH:27]=[CH:28][C:23]([N:12]5[C:4]6[CH:3]=[C:2]([C:55]7[CH:60]=[CH:61][C:52]([CH:51]=[O:63])=[CH:53][CH:54]=7)[CH:1]=[CH:13][C:5]=6[C:6]6[C:11]5=[CH:10][CH:9]=[CH:8][CH:7]=6)=[CH:24][CH:25]=4)=[CH:30][CH:31]=3)[C:36]3[C:41](=[CH:40][CH:39]=[CH:38][CH:37]=3)[C:42]=2[CH:43]=[CH:44][CH:45]=1. The catalyst class is: 262. (6) Reactant: [Cl:1][C:2]1[CH:3]=[C:4]([CH:28]=[CH:29][CH:30]=1)[CH2:5][O:6][C@:7]12[C@@H:20]3[N:21]([CH3:24])[CH2:22][CH2:23][C@:12]41[C:13]1[C:14]([O:26][C@H:11]4[C:10](=[O:27])[CH2:9][CH2:8]2)=[C:15]([OH:25])[CH:16]=[CH:17][C:18]=1[CH2:19]3.C([O-])([O-])=O.[K+].[K+].[CH2:37](Br)[C:38]#[CH:39]. Product: [ClH:1].[Cl:1][C:2]1[CH:3]=[C:4]([CH:28]=[CH:29][CH:30]=1)[CH2:5][O:6][C@:7]12[C@@H:20]3[N:21]([CH3:24])[CH2:22][CH2:23][C@:12]41[C:13]1[C:14]([O:26][C@H:11]4[C:10](=[O:27])[CH2:9][CH2:8]2)=[C:15]([O:25][CH2:39][C:38]#[CH:37])[CH:16]=[CH:17][C:18]=1[CH2:19]3. The catalyst class is: 21. (7) Reactant: C(O[C:6]([N:8](C)[CH2:9][CH2:10][C:11]([N:13]([CH3:45])[CH2:14][CH2:15][CH:16]1[CH2:23][N:22]2[C:24]3[CH:25]=[C:26]([C:37]([O:39][CH3:40])=[O:38])[CH:27]=[CH:28][C:29]=3[C:30]([CH:31]3[CH2:36][CH2:35][CH2:34][CH2:33][CH2:32]3)=[C:21]2[C:20]2[CH:41]=[CH:42][CH:43]=[CH:44][C:19]=2[O:18][CH2:17]1)=[O:12])=O)(C)(C)C.C(O)(C(F)(F)F)=O. Product: [CH:31]1([C:30]2[C:29]3[CH:28]=[CH:27][C:26]([C:37]([O:39][CH3:40])=[O:38])=[CH:25][C:24]=3[N:22]3[C:21]=2[C:20]2[CH:41]=[CH:42][CH:43]=[CH:44][C:19]=2[O:18][CH2:17][CH:16]([CH2:15][CH2:14][N:13]([CH3:45])[C:11](=[O:12])[CH2:10][CH2:9][NH:8][CH3:6])[CH2:23]3)[CH2:32][CH2:33][CH2:34][CH2:35][CH2:36]1. The catalyst class is: 91. (8) Reactant: [Br:1][C:2]1[CH:12]=[CH:11][C:5]([CH2:6][NH:7][CH:8]2[CH2:10][CH2:9]2)=[C:4]([CH3:13])[CH:3]=1.[CH2:14](I)[CH3:15]. Product: [Br:1][C:2]1[CH:12]=[CH:11][C:5]([CH2:6][N:7]([CH:8]2[CH2:9][CH2:10]2)[CH2:14][CH3:15])=[C:4]([CH3:13])[CH:3]=1. The catalyst class is: 95. (9) Reactant: Br[CH2:2][C:3]1[C:11]2[C:6](=[N:7][CH:8]=[CH:9][CH:10]=2)[N:5](C(OC(C)(C)C)=O)[N:4]=1.[N-:19]=[N+:20]=[N-:21].[Na+]. Product: [N:19]([CH2:2][C:3]1[C:11]2[C:6](=[N:7][CH:8]=[CH:9][CH:10]=2)[NH:5][N:4]=1)=[N+:20]=[N-:21]. The catalyst class is: 18. (10) Reactant: [CH2:1]([N:3]([CH2:26][CH2:27][C:28]1[CH:33]=[CH:32][CH:31]=[CH:30][N:29]=1)[C:4](=[O:25])[CH2:5][CH2:6][C:7]1[CH:24]=[CH:23][C:10]([O:11][CH2:12][C:13]2[CH:22]=[CH:21][CH:20]=[CH:19][C:14]=2[C:15]([O:17]C)=[O:16])=[CH:9][CH:8]=1)[CH3:2].[OH-].[Li+].Cl. Product: [CH2:1]([N:3]([CH2:26][CH2:27][C:28]1[CH:33]=[CH:32][CH:31]=[CH:30][N:29]=1)[C:4](=[O:25])[CH2:5][CH2:6][C:7]1[CH:8]=[CH:9][C:10]([O:11][CH2:12][C:13]2[CH:22]=[CH:21][CH:20]=[CH:19][C:14]=2[C:15]([OH:17])=[O:16])=[CH:23][CH:24]=1)[CH3:2]. The catalyst class is: 20.